From a dataset of Retrosynthesis with 50K atom-mapped reactions and 10 reaction types from USPTO. Predict the reactants needed to synthesize the given product. Given the product CC(C)(COS(=O)(=O)CCCN=[N+]=[N-])[C@@H](OCc1ccccc1)C(=O)OCCN1CCOCC1, predict the reactants needed to synthesize it. The reactants are: CC(C)(COS(=O)(=O)CCCCl)[C@@H](OCc1ccccc1)C(=O)OCCN1CCOCC1.[N-]=[N+]=[N-].